This data is from Forward reaction prediction with 1.9M reactions from USPTO patents (1976-2016). The task is: Predict the product of the given reaction. Given the reactants Cl.[NH:2]([C:4]1[CH:5]=[C:6]([CH:12]=[CH:13][CH:14]=1)C(OCC)=O)[NH2:3].CC(C)(C)C(=O)CC#N.[CH3:24][CH:25]([C:28](=O)[CH:29]([CH3:31])[CH3:30])[C:26]#[N:27], predict the reaction product. The product is: [CH:29]([C:28]1[C:25]([CH3:24])=[C:26]([NH2:27])[N:2]([C:4]2[CH:14]=[CH:13][CH:12]=[CH:6][CH:5]=2)[N:3]=1)([CH3:31])[CH3:30].